Predict which catalyst facilitates the given reaction. From a dataset of Catalyst prediction with 721,799 reactions and 888 catalyst types from USPTO. (1) The catalyst class is: 301. Reactant: [OH-].[Na+].[F:3][C:4]1[CH:9]=[CH:8][C:7]([C:10]2[O:11][C:12]3[CH:22]=[C:21]([NH:23][S:24]([CH3:27])(=[O:26])=[O:25])[C:20]([O:28][CH:29]([CH3:31])[CH3:30])=[CH:19][C:13]=3[C:14]=2[C:15]([O:17]C)=[O:16])=[CH:6][CH:5]=1. Product: [F:3][C:4]1[CH:5]=[CH:6][C:7]([C:10]2[O:11][C:12]3[CH:22]=[C:21]([NH:23][S:24]([CH3:27])(=[O:25])=[O:26])[C:20]([O:28][CH:29]([CH3:31])[CH3:30])=[CH:19][C:13]=3[C:14]=2[C:15]([OH:17])=[O:16])=[CH:8][CH:9]=1. (2) Reactant: [CH2:1]([C:3]1[N:8]=[C:7]([NH:9][NH2:10])[CH:6]=[C:5]([C:11]2[CH:16]=[CH:15][CH:14]=[CH:13][C:12]=2[O:17][CH3:18])[N:4]=1)[CH3:2].[CH3:19][C:20]([C:22]1[CH:27]=[CH:26][C:25]([N:28]([CH3:30])[CH3:29])=[CH:24][CH:23]=1)=O. Product: [CH2:1]([C:3]1[N:8]=[C:7]([NH:9][N:10]=[C:20]([C:22]2[CH:27]=[CH:26][C:25]([N:28]([CH3:30])[CH3:29])=[CH:24][CH:23]=2)[CH3:19])[CH:6]=[C:5]([C:11]2[CH:16]=[CH:15][CH:14]=[CH:13][C:12]=2[O:17][CH3:18])[N:4]=1)[CH3:2]. The catalyst class is: 8. (3) Reactant: [Br:1][C:2]1[CH:3]=[C:4]([OH:8])[CH:5]=[CH:6][CH:7]=1.[OH-].[Na+].Br[CH2:12][CH2:13][C:14]([OH:16])=[O:15].Cl. The catalyst class is: 6. Product: [Br:1][C:2]1[CH:3]=[C:4]([CH:5]=[CH:6][CH:7]=1)[O:8][CH2:12][CH2:13][C:14]([OH:16])=[O:15]. (4) Reactant: [Cl:1][C:2]1[C:3]([NH:15][CH2:16][CH:17]2[CH2:22][CH2:21][N:20](C(OCC3C=CC=CC=3)=O)[CH2:19][CH2:18]2)=[CH:4][C:5]([NH:8]C(=O)C(C)(C)C)=[N:6][CH:7]=1. Product: [Cl:1][C:2]1[C:3]([NH:15][CH2:16][CH:17]2[CH2:18][CH2:19][NH:20][CH2:21][CH2:22]2)=[CH:4][C:5]([NH2:8])=[N:6][CH:7]=1. The catalyst class is: 33. (5) Reactant: [CH3:1][O:2][C:3]1[CH:12]=[C:11]2[C:6]([CH:7]=[CH:8][CH:9]=[C:10]2[CH2:13][CH2:14][OH:15])=[CH:5][CH:4]=1.C(N(CC)CC)C.[S:23](Cl)([CH3:26])(=[O:25])=[O:24].O. Product: [CH3:26][S:23]([O:15][CH2:14][CH2:13][C:10]1[C:11]2[C:6](=[CH:5][CH:4]=[C:3]([O:2][CH3:1])[CH:12]=2)[CH:7]=[CH:8][CH:9]=1)(=[O:25])=[O:24]. The catalyst class is: 4. (6) Reactant: [C:1]([O:6][CH:7]([CH2:14][CH3:15])[C:8]([C:11]([OH:13])=[O:12])([F:10])[F:9])(=[O:5])[C:2]([CH3:4])=[CH2:3].C1[CH2:20][O:19][CH2:18]C1.COCCl. Product: [C:1]([O:6][CH:7]([CH2:14][CH3:15])[C:8]([C:11]([O:13][CH2:18][O:19][CH3:20])=[O:12])([F:10])[F:9])(=[O:5])[C:2]([CH3:4])=[CH2:3]. The catalyst class is: 6.